From a dataset of NCI-60 drug combinations with 297,098 pairs across 59 cell lines. Regression. Given two drug SMILES strings and cell line genomic features, predict the synergy score measuring deviation from expected non-interaction effect. (1) Drug 1: C1CC(=O)NC(=O)C1N2CC3=C(C2=O)C=CC=C3N. Drug 2: CCCCCOC(=O)NC1=NC(=O)N(C=C1F)C2C(C(C(O2)C)O)O. Cell line: HL-60(TB). Synergy scores: CSS=9.87, Synergy_ZIP=-2.18, Synergy_Bliss=0.978, Synergy_Loewe=0.231, Synergy_HSA=0.850. (2) Drug 1: C1CC(=O)NC(=O)C1N2CC3=C(C2=O)C=CC=C3N. Drug 2: C1=C(C(=O)NC(=O)N1)F. Cell line: NCI-H522. Synergy scores: CSS=12.1, Synergy_ZIP=-10.1, Synergy_Bliss=-7.65, Synergy_Loewe=-7.40, Synergy_HSA=-7.21. (3) Drug 1: C1=CC(=CC=C1CCC2=CNC3=C2C(=O)NC(=N3)N)C(=O)NC(CCC(=O)O)C(=O)O. Drug 2: CC1CCC2CC(C(=CC=CC=CC(CC(C(=O)C(C(C(=CC(C(=O)CC(OC(=O)C3CCCCN3C(=O)C(=O)C1(O2)O)C(C)CC4CCC(C(C4)OC)O)C)C)O)OC)C)C)C)OC. Cell line: SNB-75. Synergy scores: CSS=27.7, Synergy_ZIP=-5.60, Synergy_Bliss=-6.91, Synergy_Loewe=-1.34, Synergy_HSA=-0.494. (4) Drug 1: CS(=O)(=O)C1=CC(=C(C=C1)C(=O)NC2=CC(=C(C=C2)Cl)C3=CC=CC=N3)Cl. Drug 2: C1=CC=C(C(=C1)C(C2=CC=C(C=C2)Cl)C(Cl)Cl)Cl. Cell line: HCC-2998. Synergy scores: CSS=18.2, Synergy_ZIP=-0.0411, Synergy_Bliss=8.90, Synergy_Loewe=3.35, Synergy_HSA=7.04. (5) Drug 1: C1C(C(OC1N2C=C(C(=O)NC2=O)F)CO)O. Drug 2: C#CCC(CC1=CN=C2C(=N1)C(=NC(=N2)N)N)C3=CC=C(C=C3)C(=O)NC(CCC(=O)O)C(=O)O. Cell line: DU-145. Synergy scores: CSS=53.5, Synergy_ZIP=8.01, Synergy_Bliss=-3.87, Synergy_Loewe=43.2, Synergy_HSA=3.42. (6) Drug 1: CCC1=C2CN3C(=CC4=C(C3=O)COC(=O)C4(CC)O)C2=NC5=C1C=C(C=C5)O. Drug 2: CCN(CC)CCCC(C)NC1=C2C=C(C=CC2=NC3=C1C=CC(=C3)Cl)OC. Cell line: KM12. Synergy scores: CSS=50.8, Synergy_ZIP=-9.34, Synergy_Bliss=-5.90, Synergy_Loewe=-17.5, Synergy_HSA=-1.66. (7) Drug 1: CC12CCC3C(C1CCC2=O)CC(=C)C4=CC(=O)C=CC34C. Drug 2: CS(=O)(=O)OCCCCOS(=O)(=O)C. Cell line: NCI-H226. Synergy scores: CSS=11.0, Synergy_ZIP=-10.2, Synergy_Bliss=0.0836, Synergy_Loewe=-10.5, Synergy_HSA=0.268. (8) Drug 1: CCC1=C2CN3C(=CC4=C(C3=O)COC(=O)C4(CC)O)C2=NC5=C1C=C(C=C5)O. Drug 2: C1=CC=C(C(=C1)C(C2=CC=C(C=C2)Cl)C(Cl)Cl)Cl. Cell line: NCI-H460. Synergy scores: CSS=25.6, Synergy_ZIP=-0.599, Synergy_Bliss=-1.94, Synergy_Loewe=-41.2, Synergy_HSA=-2.46.